This data is from Catalyst prediction with 721,799 reactions and 888 catalyst types from USPTO. The task is: Predict which catalyst facilitates the given reaction. Reactant: C(N)(=O)C.Br[C:6]1[CH:7]=[CH:8][C:9]([N+:12]([O-:14])=[O:13])=[N:10][CH:11]=1.[CH3:15][S:16]([NH2:19])(=[O:18])=[O:17].C(=O)([O-])[O-].[K+].[K+].Cl. Product: [N+:12]([C:9]1[N:10]=[CH:11][C:6]([NH:19][S:16]([CH3:15])(=[O:18])=[O:17])=[CH:7][CH:8]=1)([O-:14])=[O:13]. The catalyst class is: 6.